Dataset: Forward reaction prediction with 1.9M reactions from USPTO patents (1976-2016). Task: Predict the product of the given reaction. (1) Given the reactants Br[C:2]1[C:11]([NH:12][C:13](=[O:26])[C:14](=[O:25])[CH2:15][C:16]([CH3:24])([C:18]2[CH:23]=[CH:22][CH:21]=[CH:20][CH:19]=2)[CH3:17])=[CH:10][CH:9]=[C:8]2[C:3]=1[CH2:4][O:5][C:6]2=[O:7].NC1C=C2C(=CC=1)C(=O)OC2.[I:38]C1C=CC(C(C)(C)CC(=O)C(O)=O)=CC=1, predict the reaction product. The product is: [I:38][C:21]1[CH:22]=[CH:23][C:18]([C:16]([CH3:24])([CH3:17])[CH2:15][C:14](=[O:25])[C:13]([NH:12][C:11]2[CH:2]=[C:3]3[C:8](=[CH:9][CH:10]=2)[C:6](=[O:7])[O:5][CH2:4]3)=[O:26])=[CH:19][CH:20]=1. (2) Given the reactants [CH3:1][C:2]1[CH:3]=[CH:4][CH:5]=[CH:6][C:7]=1[C:8]([NH:10][C:11]1[CH:12]=[CH:13][C:14]([C:18]([N:20]2[C:26]3[CH:27]=[CH:28][C:29]([Cl:31])=[CH:30][C:25]=3[CH:24]([OH:32])[CH2:23][CH2:22][CH2:21]2)=[O:19])=[C:15]([CH3:17])[CH:16]=1)=[O:9].[CH2:33]([O:40][P:41]([O:59][CH2:60][C:61]1[CH:66]=[CH:65][CH:64]=[CH:63][CH:62]=1)([O:43][C:44]1[CH:49]=[C:48]([CH3:50])[CH:47]=[C:46]([CH3:51])[C:45]=1[C:52]([CH3:58])([CH3:57])[CH2:53][C:54](O)=[O:55])=[O:42])[C:34]1[CH:39]=[CH:38][CH:37]=[CH:36][CH:35]=1.Cl.C(N=C=NCCCN(C)C)C.O, predict the reaction product. The product is: [CH2:60]([O:59][P:41]([O:40][CH2:33][C:34]1[CH:35]=[CH:36][CH:37]=[CH:38][CH:39]=1)([O:43][C:44]1[CH:49]=[C:48]([CH3:50])[CH:47]=[C:46]([CH3:51])[C:45]=1[C:52]([CH3:58])([CH3:57])[CH2:53][C:54]([O:32][CH:24]1[CH2:23][CH2:22][CH2:21][N:20]([C:18](=[O:19])[C:14]2[CH:13]=[CH:12][C:11]([NH:10][C:8](=[O:9])[C:7]3[CH:6]=[CH:5][CH:4]=[CH:3][C:2]=3[CH3:1])=[CH:16][C:15]=2[CH3:17])[C:26]2[CH:27]=[CH:28][C:29]([Cl:31])=[CH:30][C:25]1=2)=[O:55])=[O:42])[C:61]1[CH:62]=[CH:63][CH:64]=[CH:65][CH:66]=1. (3) Given the reactants [Cl:1][C:2]1[CH:3]=[C:4]([CH2:9][CH2:10][CH2:11][CH2:12][CH2:13][C:14]2[CH:19]=[CH:18][C:17]([NH2:20])=[CH:16][CH:15]=2)[CH:5]=[CH:6][C:7]=1[Cl:8].[CH3:21][O:22][C:23](=[O:36])[C:24]1[CH:29]=[C:28]([N+:30]([O-:32])=[O:31])[C:27]([O:33][CH3:34])=[CH:26][C:25]=1F, predict the reaction product. The product is: [CH3:21][O:22][C:23](=[O:36])[C:24]1[CH:29]=[C:28]([N+:30]([O-:32])=[O:31])[C:27]([O:33][CH3:34])=[CH:26][C:25]=1[NH:20][C:17]1[CH:16]=[CH:15][C:14]([CH2:13][CH2:12][CH2:11][CH2:10][CH2:9][C:4]2[CH:5]=[CH:6][C:7]([Cl:8])=[C:2]([Cl:1])[CH:3]=2)=[CH:19][CH:18]=1. (4) Given the reactants [F:1][C:2]1[CH:7]=[C:6]([F:8])[CH:5]=[CH:4][C:3]=1[N:9]1[C:13](=[O:14])[C:12]([C:15]([O:17][CH2:18][CH3:19])=[O:16])=[CH:11][NH:10]1.F[C:21](F)(F)S(OC)(=O)=O, predict the reaction product. The product is: [F:1][C:2]1[CH:7]=[C:6]([F:8])[CH:5]=[CH:4][C:3]=1[N:9]1[C:13](=[O:14])[C:12]([C:15]([O:17][CH2:18][CH3:19])=[O:16])=[CH:11][N:10]1[CH3:21]. (5) Given the reactants [CH3:1][O:2][CH2:3][CH2:4][NH:5][CH3:6].[F:7][C:8]([F:36])([F:35])[C:9]1[N:13]2[N:14]=[C:15]([N:18]3[CH2:23][CH2:22][CH:21]([C:24]4[CH:34]=[CH:33][C:27]([O:28][CH2:29][C:30]([OH:32])=O)=[CH:26][CH:25]=4)[CH2:20][CH2:19]3)[CH2:16][CH2:17][C:12]2=[N:11][N:10]=1.CN(C(ON1N=NC2C=CC=NC1=2)=[N+](C)C)C.F[P-](F)(F)(F)(F)F.CCN(C(C)C)C(C)C, predict the reaction product. The product is: [CH3:1][O:2][CH2:3][CH2:4][N:5]([CH3:6])[C:30](=[O:32])[CH2:29][O:28][C:27]1[CH:26]=[CH:25][C:24]([CH:21]2[CH2:22][CH2:23][N:18]([C:15]3[CH2:16][CH2:17][C:12]4[N:13]([C:9]([C:8]([F:7])([F:36])[F:35])=[N:10][N:11]=4)[N:14]=3)[CH2:19][CH2:20]2)=[CH:34][CH:33]=1. (6) Given the reactants C(O[C@@H]1CC[C@@]2(C)C(=CC[C@@H]3[C@@H]2CC[C@@]2(C)[C@H]3CC[C@@H]2[C@H](C)CCCC(C)C)C1)(=O)C.[O:32]1[C@@H:34]2[CH2:35][C@@H:36]3[C@@H:52]([C@@:53]4([CH3:62])[CH2:54][CH2:55][C@@H:56]([O:58][C:59](=[O:61])[CH3:60])[CH2:57][C@@:33]124)[CH2:51][CH2:50][C@@:49]1([CH3:63])[C@H:37]3[CH2:38][CH2:39][C@@H:40]1[C@H:41]([CH3:48])[CH2:42][CH2:43][CH2:44][CH:45]([CH3:47])[CH3:46], predict the reaction product. The product is: [O:32]1[C@@H:34]2[CH2:35][C@@H:36]3[C@@H:52]([C@@:53]4([CH3:62])[CH2:54][CH2:55][C@H:56]([O:58][C:59](=[O:61])[CH3:60])[CH2:57][C@@:33]124)[CH2:51][CH2:50][C@@:49]1([CH3:63])[C@H:37]3[CH2:38][CH2:39][C@@H:40]1[C@H:41]([CH3:48])[CH2:42][CH2:43][CH2:44][CH:45]([CH3:47])[CH3:46]. (7) Given the reactants [F:1][C:2]1[CH:3]=[C:4]([CH:9]=[CH:10][C:11]([OH:13])=O)[CH:5]=[C:6]([F:8])[CH:7]=1.[CH3:14][C:15]1[N:19]([CH3:20])[C:18]([C:21]2[CH:22]=[C:23]([CH:25]=[CH:26][CH:27]=2)[NH2:24])=[CH:17][N:16]=1, predict the reaction product. The product is: [F:8][C:6]1[CH:5]=[C:4](/[CH:9]=[CH:10]/[C:11]([NH:24][C:23]2[CH:25]=[CH:26][CH:27]=[C:21]([C:18]3[N:19]([CH3:20])[C:15]([CH3:14])=[N:16][CH:17]=3)[CH:22]=2)=[O:13])[CH:3]=[C:2]([F:1])[CH:7]=1.